Dataset: Full USPTO retrosynthesis dataset with 1.9M reactions from patents (1976-2016). Task: Predict the reactants needed to synthesize the given product. (1) The reactants are: [CH3:1][C:2]([CH3:6])([CH3:5])[CH2:3][OH:4].[H-].[Na+].[C:9]([C:11]1[CH:16]=[CH:15][C:14]([CH:17]2[C:26]3[C:25](=[O:27])[CH2:24][CH2:23][CH2:22][C:21]=3[N:20]([C:28]3[CH:33]=[CH:32][CH:31]=[C:30]([C:34]([F:37])([F:36])[F:35])[CH:29]=3)[C:19](=[O:38])[N:18]2[C:39](OC2C=CC([N+]([O-])=O)=CC=2)=[O:40])=[CH:13][CH:12]=1)#[N:10].O. Given the product [C:9]([C:11]1[CH:12]=[CH:13][C:14]([CH:17]2[C:26]3[C:25](=[O:27])[CH2:24][CH2:23][CH2:22][C:21]=3[N:20]([C:28]3[CH:33]=[CH:32][CH:31]=[C:30]([C:34]([F:35])([F:36])[F:37])[CH:29]=3)[C:19](=[O:38])[N:18]2[C:39]([O:4][CH2:3][C:2]([CH3:6])([CH3:5])[CH3:1])=[O:40])=[CH:15][CH:16]=1)#[N:10], predict the reactants needed to synthesize it. (2) The reactants are: [CH3:1][N:2]1[CH:6]=[CH:5][N:4]=[C:3]1[CH3:7].[CH2:8]([I:11])[CH2:9][CH3:10]. Given the product [I-:11].[CH3:1][N+:2]1[CH:6]=[CH:5][N:4]([CH2:8][CH2:9][CH3:10])[C:3]=1[CH3:7], predict the reactants needed to synthesize it. (3) Given the product [F:8][C:9]1[CH:14]=[CH:13][CH:12]=[CH:11][C:10]=1[C:2]1[CH:7]=[CH:6][CH:5]=[CH:4][N:3]=1, predict the reactants needed to synthesize it. The reactants are: Br[C:2]1[CH:7]=[CH:6][CH:5]=[CH:4][N:3]=1.[F:8][C:9]1[CH:14]=[CH:13][CH:12]=[CH:11][C:10]=1B(O)O.C(=O)([O-])[O-].[Na+].[Na+]. (4) Given the product [CH3:1][O:2][C:3]1[CH:24]=[CH:23][CH:22]=[CH:21][C:4]=1[C:5]1[NH:12][C:10](=[O:11])[C:9]2[C:8](=[CH:16][C:15]([C:17]([F:20])([F:19])[F:18])=[CH:14][CH:13]=2)[N:7]=1, predict the reactants needed to synthesize it. The reactants are: [CH3:1][O:2][C:3]1[CH:24]=[CH:23][CH:22]=[CH:21][C:4]=1[C:5]([NH:7][C:8]1[CH:16]=[C:15]([C:17]([F:20])([F:19])[F:18])[CH:14]=[CH:13][C:9]=1[C:10]([NH2:12])=[O:11])=O.COC1C=CC=CC=1C1NC(=O)C2C(=CC(C(F)(F)F)=CC=2)N=1.